Predict the product of the given reaction. From a dataset of Forward reaction prediction with 1.9M reactions from USPTO patents (1976-2016). (1) Given the reactants Cl[C:2]1[N:7]=[CH:6][N:5]=[C:4]([NH:8][CH2:9][C:10]2([C:16]3[CH:21]=[CH:20][C:19]([O:22][CH2:23][CH2:24][CH2:25][N:26]4[CH2:30][CH2:29][CH2:28][CH2:27]4)=[CH:18][CH:17]=3)[CH2:15][CH2:14][O:13][CH2:12][CH2:11]2)[CH:3]=1.C(N(CC)CC)C, predict the reaction product. The product is: [N:26]1([CH2:25][CH2:24][CH2:23][O:22][C:19]2[CH:18]=[CH:17][C:16]([C:10]3([CH2:9][NH:8][C:4]4[CH:3]=[CH:2][N:7]=[CH:6][N:5]=4)[CH2:15][CH2:14][O:13][CH2:12][CH2:11]3)=[CH:21][CH:20]=2)[CH2:30][CH2:29][CH2:28][CH2:27]1. (2) Given the reactants [CH:1]([N:3]1[CH:7]=[CH:6][N:5]=[CH:4]1)=[CH2:2].[CH2:8]([Br:16])[CH2:9][CH2:10][CH2:11][CH2:12][CH2:13][CH2:14][CH3:15].CO, predict the reaction product. The product is: [Br-:16].[CH:1]([N+:3]1[CH:7]=[CH:6][N:5]([CH2:8][CH2:9][CH2:10][CH2:11][CH2:12][CH2:13][CH2:14][CH3:15])[CH:4]=1)=[CH2:2]. (3) Given the reactants [H-].[Na+].[CH3:3][S:4]([NH2:7])(=[O:6])=[O:5].[Cl:8][C:9]1[CH:10]=[C:11]2[C:16](=[C:17]([C:19](O)=[O:20])[CH:18]=1)[NH:15][CH:14]([C:22]1[CH:27]=[CH:26][CH:25]=[C:24]([N:28]3[CH2:33][CH2:32][O:31][CH2:30][CH2:29]3)[CH:23]=1)[C:13]([CH3:35])([CH3:34])[CH2:12]2.C(N1C=CN=C1)(N1C=CN=C1)=O, predict the reaction product. The product is: [Cl:8][C:9]1[CH:10]=[C:11]2[C:16](=[C:17]([C:19]([NH:7][S:4]([CH3:3])(=[O:6])=[O:5])=[O:20])[CH:18]=1)[NH:15][CH:14]([C:22]1[CH:27]=[CH:26][CH:25]=[C:24]([N:28]3[CH2:33][CH2:32][O:31][CH2:30][CH2:29]3)[CH:23]=1)[C:13]([CH3:35])([CH3:34])[CH2:12]2. (4) Given the reactants [Cl:1][C:2]1[CH:3]=[CH:4][N:5]=[C:6]2[C:11]=1[N:10]=[CH:9][C:8]([OH:12])=[CH:7]2.C1(P(C2C=CC=CC=2)C2C=CC=CC=2)C=CC=CC=1.[CH3:32][O:33][CH2:34][CH2:35]O.C1COCC1.CCOC(/N=N/C(OCC)=O)=O, predict the reaction product. The product is: [Cl:1][C:2]1[CH:3]=[CH:4][N:5]=[C:6]2[C:11]=1[N:10]=[CH:9][C:8]([O:12][CH2:35][CH2:34][O:33][CH3:32])=[CH:7]2. (5) Given the reactants C([O:8][C:9](=[O:21])[C:10]1[C:15]([CH3:16])=[CH:14][CH:13]=[C:12]([N+:17]([O-])=O)[C:11]=1[CH3:20])C1C=CC=CC=1, predict the reaction product. The product is: [NH2:17][C:12]1[C:11]([CH3:20])=[C:10]([C:15]([CH3:16])=[CH:14][CH:13]=1)[C:9]([OH:21])=[O:8]. (6) Given the reactants [C:1]([CH2:3][C:4]1([N:17]2[CH2:20][CH:19]([CH2:21][NH:22][C@@H:23]3[CH2:25][C@H:24]3[C:26]3[CH:31]=[CH:30][CH:29]=[CH:28][CH:27]=3)[CH2:18]2)[CH2:9][CH2:8][N:7](C(OC(C)(C)C)=[O:11])[CH2:6][CH2:5]1)#[N:2].[C:32]([OH:38])([C:34]([F:37])([F:36])[F:35])=[O:33], predict the reaction product. The product is: [C:1](#[N:2])[CH3:3].[OH2:11].[C:32]([OH:38])([C:34]([F:37])([F:36])[F:35])=[O:33].[C:26]1([C@@H:24]2[CH2:25][C@H:23]2[NH:22][CH2:21][CH:19]2[CH2:18][N:17]([C:4]3([CH2:3][C:1]#[N:2])[CH2:9][CH2:8][NH:7][CH2:6][CH2:5]3)[CH2:20]2)[CH:31]=[CH:30][CH:29]=[CH:28][CH:27]=1.[C:32]([OH:38])([C:34]([F:37])([F:36])[F:35])=[O:33].